From a dataset of Catalyst prediction with 721,799 reactions and 888 catalyst types from USPTO. Predict which catalyst facilitates the given reaction. (1) Reactant: [N+:1]([C:4]1[CH:9]=[C:8]([C:10]2[CH:15]=[CH:14][CH:13]=[C:12]([NH:16][C:17](=[O:22])[C:18]([F:21])([F:20])[F:19])[CH:11]=2)[CH:7]=[CH:6][C:5]=1[CH2:23][C:24](O)=[O:25])([O-])=O. Product: [F:19][C:18]([F:21])([F:20])[C:17]([NH:16][C:12]1[CH:11]=[C:10]([C:8]2[CH:9]=[C:4]3[C:5]([CH2:23][C:24](=[O:25])[NH:1]3)=[CH:6][CH:7]=2)[CH:15]=[CH:14][CH:13]=1)=[O:22]. The catalyst class is: 180. (2) Reactant: [Cl:1][C:2]1[CH:7]=[CH:6][C:5]([CH:8]([C:14]2[CH:19]=[CH:18][C:17]([N+:20]([O-])=O)=[CH:16][CH:15]=2)[C:9]2[S:10][CH:11]=[CH:12][N:13]=2)=[CH:4][CH:3]=1.O.O.[Sn](Cl)Cl. The catalyst class is: 240. Product: [Cl:1][C:2]1[CH:3]=[CH:4][C:5]([CH:8]([C:9]2[S:10][CH:11]=[CH:12][N:13]=2)[C:14]2[CH:19]=[CH:18][C:17]([NH2:20])=[CH:16][CH:15]=2)=[CH:6][CH:7]=1. (3) Reactant: [Br:1][C:2]1[CH:15]=[C:14]2[C:5]([O:6][C:7]3[CH:8]=[CH:9][C:10]([CH2:16][CH2:17][CH:18]([NH:21][C:22](=[O:28])[O:23][C:24]([CH3:27])([CH3:26])[CH3:25])[CH2:19][OH:20])=[CH:11][C:12]=3[CH2:13]2)=[CH:4][CH:3]=1.[C:29]1(C)[CH:34]=CC(S(O)(=O)=O)=C[CH:30]=1. Product: [Br:1][C:2]1[CH:15]=[C:14]2[C:5]([O:6][C:7]3[CH:8]=[CH:9][C:10]([CH2:16][CH2:17][CH:18]4[CH2:19][O:20][C:29]([CH3:34])([CH3:30])[N:21]4[C:22]([O:23][C:24]([CH3:25])([CH3:27])[CH3:26])=[O:28])=[CH:11][C:12]=3[CH2:13]2)=[CH:4][CH:3]=1. The catalyst class is: 21. (4) The catalyst class is: 43. Product: [CH2:1]([O:3][C:4](=[O:35])[C:5]([O:8][C:9]1[CH:10]=[C:11]2[CH:17]=[C:16]([CH:18]([C:25]3[CH:26]=[CH:27][C:28]([S:31]([CH3:34])(=[O:33])=[O:32])=[CH:29][CH:30]=3)[CH2:19][CH:20]3[CH2:24][CH2:23][CH2:22][CH2:21]3)[NH:15][C:12]2=[N:13][CH:14]=1)([CH3:7])[CH3:6])[CH3:2]. Reactant: [CH2:1]([O:3][C:4](=[O:35])[C:5]([O:8][C:9]1[CH:10]=[C:11]2[CH:17]=[C:16]([C:18]([C:25]3[CH:30]=[CH:29][C:28]([S:31]([CH3:34])(=[O:33])=[O:32])=[CH:27][CH:26]=3)=[CH:19][CH:20]3[CH2:24][CH2:23][CH2:22][CH2:21]3)[NH:15][C:12]2=[N:13][CH:14]=1)([CH3:7])[CH3:6])[CH3:2]. (5) Reactant: [I:1][C:2]1[N:18]([S:19]([C:22]2[CH:27]=[CH:26][CH:25]=[CH:24][CH:23]=2)(=[O:21])=[O:20])[C:5]2=[N:6][CH:7]=[C:8]([NH:10]C(=O)OC(C)(C)C)[CH:9]=[C:4]2[CH:3]=1.[ClH:28]. Product: [C:22]1([S:19]([N:18]2[C:5]3=[N:6][CH:7]=[C:8]([NH2:10])[CH:9]=[C:4]3[CH:3]=[C:2]2[I:1])(=[O:20])=[O:21])[CH:23]=[CH:24][CH:25]=[CH:26][CH:27]=1.[ClH:28]. The catalyst class is: 880. (6) Reactant: [CH3:1][O:2][C:3]1[CH:23]=[CH:22][C:6]([CH2:7][NH:8][C:9]2[CH:10]=[C:11]([CH:19]=[CH:20][CH:21]=2)[C:12]([O:14][C:15]([CH3:18])([CH3:17])[CH3:16])=[O:13])=[CH:5][CH:4]=1.[Cl:24][C:25]1[CH:26]=[C:27](N(C2CC2)CC2C=CC(OC)=CC=2)[C:28]2[N:29]([C:31]([C:34]#[N:35])=[CH:32][N:33]=2)[N:30]=1. Product: [Cl:24][C:25]1[CH:26]=[C:27]([N:8]([CH2:7][C:6]2[CH:22]=[CH:23][C:3]([O:2][CH3:1])=[CH:4][CH:5]=2)[C:9]2[CH:10]=[C:11]([CH:19]=[CH:20][CH:21]=2)[C:12]([O:14][C:15]([CH3:18])([CH3:16])[CH3:17])=[O:13])[C:28]2[N:29]([C:31]([C:34]#[N:35])=[CH:32][N:33]=2)[N:30]=1. The catalyst class is: 5. (7) Reactant: CS([C:4]1[N:9]=[CH:8][C:7]2=[CH:10][CH:11]=[C:12]([C:13]3[CH:18]=[CH:17][CH:16]=[CH:15][C:14]=3[O:19][CH3:20])[N:6]2[N:5]=1)=O.C(N(CC)C(C)C)(C)C.[NH2:30][C:31]1[CH:36]=[CH:35][C:34]([N:37]2[CH2:42][CH2:41][N:40]([CH2:43][C@@H:44]([OH:46])[CH3:45])[CH2:39][CH2:38]2)=[CH:33][CH:32]=1. Product: [CH3:20][O:19][C:14]1[CH:15]=[CH:16][CH:17]=[CH:18][C:13]=1[C:12]1[N:6]2[C:7]([CH:8]=[N:9][C:4]([NH:30][C:31]3[CH:32]=[CH:33][C:34]([N:37]4[CH2:38][CH2:39][N:40]([CH2:43][C@@H:44]([OH:46])[CH3:45])[CH2:41][CH2:42]4)=[CH:35][CH:36]=3)=[N:5]2)=[CH:10][CH:11]=1. The catalyst class is: 141. (8) Reactant: [CH3:1][O:2][C:3]1[CH:12]=[CH:11][C:10]([I:13])=[CH:9][C:4]=1[C:5]([O:7]C)=[O:6].O. Product: [CH3:1][O:2][C:3]1[CH:12]=[CH:11][C:10]([I:13])=[CH:9][C:4]=1[C:5]([OH:7])=[O:6]. The catalyst class is: 12.